This data is from Forward reaction prediction with 1.9M reactions from USPTO patents (1976-2016). The task is: Predict the product of the given reaction. (1) Given the reactants [Cl-:1].[Cr+3:2].N1C2C=CC=CC=2N=C1CNCC1NC2C=CC=CC=2N=1.[Cl-].[Cl-].[NH:26]1[C:30]2[CH:31]=[CH:32][CH:33]=[CH:34][C:29]=2[N:28]=[C:27]1[CH2:35][N:36]([CH2:43][C:44]1[NH:48][C:47]2[CH:49]=[CH:50][CH:51]=[CH:52][C:46]=2[N:45]=1)[CH2:37]CCCCC.[K+].[Br-], predict the reaction product. The product is: [Cl-:1].[Cr+3:2].[NH:26]1[C:30]2[CH:31]=[CH:32][CH:33]=[CH:34][C:29]=2[N:28]=[C:27]1[CH2:35][N:36]([CH2:43][C:44]1[NH:45][C:46]2[CH:52]=[CH:51][CH:50]=[CH:49][C:47]=2[N:48]=1)[CH3:37].[Cl-:1].[Cl-:1]. (2) Given the reactants [C:1]([O:5][C:6]([NH:8][CH2:9][C:10]1[CH:17]=[CH:16][C:13]([CH2:14][NH2:15])=[CH:12][CH:11]=1)=[O:7])([CH3:4])([CH3:3])[CH3:2].Cl[C:19](OC1C=CC([N+]([O-])=O)=CC=1)=[O:20].C(N(CC)CC)C.[N:38]1([C:44]([O:46][CH2:47][C:48]2[CH:53]=[CH:52][CH:51]=[CH:50][CH:49]=2)=[O:45])[CH2:43][CH2:42][NH:41][CH2:40][CH2:39]1, predict the reaction product. The product is: [C:1]([O:5][C:6]([NH:8][CH2:9][C:10]1[CH:11]=[CH:12][C:13]([CH2:14][NH:15][C:19]([N:41]2[CH2:42][CH2:43][N:38]([C:44]([O:46][CH2:47][C:48]3[CH:53]=[CH:52][CH:51]=[CH:50][CH:49]=3)=[O:45])[CH2:39][CH2:40]2)=[O:20])=[CH:16][CH:17]=1)=[O:7])([CH3:4])([CH3:2])[CH3:3]. (3) The product is: [O:16]1[CH2:17][C@H:15]1[CH2:14][O:13][C:4]1[CH:3]=[CH:2][CH:7]=[CH:6][C:5]=1[CH:8]([CH3:19])[C:9]([O:11][CH3:12])=[O:10]. Given the reactants F[C:2]1[CH:7]=[CH:6][C:5]([CH2:8][C:9]([O:11][CH3:12])=[O:10])=[C:4]([O:13][CH2:14][C@@H:15]2[CH2:17][O:16]2)[CH:3]=1.O[C:19]1C=CC=CC=1C(C)C(OC)=O.[N+](C1C=C(S(OC[C@@H]2CO2)(=O)=O)C=CC=1)([O-])=O, predict the reaction product. (4) Given the reactants [F:1][C:2]([F:23])([F:22])[C:3]1[CH:8]=[C:7]([C:9]([F:12])([F:11])[F:10])[CH:6]=[CH:5][C:4]=1[C:13]1[CH:14]=[C:15]([NH2:21])[C:16]([NH2:20])=[CH:17][C:18]=1[Cl:19], predict the reaction product. The product is: [F:23][C:2]([F:22])([F:1])[C:3]1[CH:8]=[C:7]([C:9]([F:10])([F:11])[F:12])[CH:6]=[CH:5][C:4]=1[C:13]1[C:18]([Cl:19])=[CH:17][C:16]2[N:20]=[C:3]([C:2]([F:23])([F:22])[F:1])[NH:21][C:15]=2[CH:14]=1. (5) The product is: [C:51]([Si:55]([CH3:74])([CH3:73])[O:56][CH2:57][CH2:58][N:59]1[C:63]([CH3:64])=[CH:62][C:61]([C:65]2[CH:66]=[CH:67][C:68]([CH3:72])=[C:69]([NH:71][C:15]([C:9]3[C@H:8]([C:5]4[CH:4]=[CH:3][C:2]([F:1])=[CH:7][CH:6]=4)[CH2:13][C:12](=[O:14])[NH:11][CH:10]=3)=[O:17])[CH:70]=2)=[N:60]1)([CH3:53])([CH3:52])[CH3:54]. Given the reactants [F:1][C:2]1[CH:7]=[CH:6][C:5]([C@@H:8]2[CH2:13][C:12](=[O:14])[NH:11][CH:10]=[C:9]2[C:15]([OH:17])=O)=[CH:4][CH:3]=1.C(N(CC)C(C)C)(C)C.CN(C(ON1N=NC2C=CC=NC1=2)=[N+](C)C)C.F[P-](F)(F)(F)(F)F.[C:51]([Si:55]([CH3:74])([CH3:73])[O:56][CH2:57][CH2:58][N:59]1[C:63]([CH3:64])=[CH:62][C:61]([C:65]2[CH:66]=[CH:67][C:68]([CH3:72])=[C:69]([NH2:71])[CH:70]=2)=[N:60]1)([CH3:54])([CH3:53])[CH3:52], predict the reaction product. (6) Given the reactants C(#N)C.C([O:7][C@@H:8]1[CH:13]=[CH:12][C@@:11]([OH:20])([C:14]#[C:15][Si:16]([CH3:19])([CH3:18])[CH3:17])[CH2:10][O:9]1)(=O)C, predict the reaction product. The product is: [OH:9][CH2:10][C:11]1([C:14]#[C:15][Si:16]([CH3:17])([CH3:18])[CH3:19])[O:20][C@@H:8]([OH:7])[CH:13]=[CH:12]1. (7) Given the reactants [CH3:1][N:2]([CH3:13])[S:3]([N:6]1[CH:10]=[C:9]([Br:11])[C:8]([CH3:12])=[N:7]1)(=[O:5])=[O:4].[Cl:14][CH2:15][CH2:16][CH2:17]I, predict the reaction product. The product is: [CH3:1][N:2]([CH3:13])[S:3]([N:6]1[C:10]([CH2:17][CH2:16][CH2:15][Cl:14])=[C:9]([Br:11])[C:8]([CH3:12])=[N:7]1)(=[O:4])=[O:5]. (8) Given the reactants [CH2:1]([O:3][C:4](=[O:18])[C:5]1[CH:10]=[C:9]([S:11][CH2:12][CH3:13])[CH:8]=[C:7]([NH2:14])[C:6]=1[N+:15]([O-])=O)[CH3:2].[O-]S(S([O-])=O)=O.[Na+].[Na+], predict the reaction product. The product is: [CH2:1]([O:3][C:4](=[O:18])[C:5]1[CH:10]=[C:9]([S:11][CH2:12][CH3:13])[CH:8]=[C:7]([NH2:14])[C:6]=1[NH2:15])[CH3:2].